Dataset: Catalyst prediction with 721,799 reactions and 888 catalyst types from USPTO. Task: Predict which catalyst facilitates the given reaction. Reactant: [CH3:1][S-:2].[Na+].Cl[CH2:5][CH2:6][CH2:7][CH2:8][CH2:9][N:10]1[C:18]2[C:17]([CH3:19])=[C:16]([CH3:20])[N:15]=[C:14]([O:21][C:22]3[CH:27]=[CH:26][CH:25]=[CH:24][CH:23]=3)[C:13]=2[N:12]=[C:11]1[CH3:28]. Product: [CH3:28][C:11]1[N:10]([CH2:9][CH2:8][CH2:7][CH2:6][CH2:5][S:2][CH3:1])[C:18]2[C:17]([CH3:19])=[C:16]([CH3:20])[N:15]=[C:14]([O:21][C:22]3[CH:27]=[CH:26][CH:25]=[CH:24][CH:23]=3)[C:13]=2[N:12]=1. The catalyst class is: 9.